This data is from Reaction yield outcomes from USPTO patents with 853,638 reactions. The task is: Predict the reaction yield, written as a fraction of the theoretical maximum amount of product (1.0 means a 100% yield; for example, 0.34 means a 34% yield). The reactants are C([O:4][CH2:5][C:6]([CH3:51])([CH3:50])[CH2:7][N:8]1[C:14]2[CH:15]=[CH:16][C:17]([Cl:19])=[CH:18][C:13]=2[C@@H:12]([C:20]2[CH:25]=[CH:24][CH:23]=[C:22]([O:26][CH3:27])[C:21]=2[O:28][CH3:29])[O:11][C@H:10]([CH2:30][C:31]([NH:33][C:34]2[CH:43]=[CH:42][CH:41]=[C:40]3[C:35]=2[CH:36]=[CH:37][CH:38]=[C:39]3[C:44]([O:46]CC)=[O:45])=[O:32])[C:9]1=[O:49])(=O)C.[OH-].[Na+].C(O)C. The catalyst is O. The product is [Cl:19][C:17]1[CH:16]=[CH:15][C:14]2[N:8]([CH2:7][C:6]([CH3:50])([CH3:51])[CH2:5][OH:4])[C:9](=[O:49])[C@@H:10]([CH2:30][C:31]([NH:33][C:34]3[CH:43]=[CH:42][CH:41]=[C:40]4[C:35]=3[CH:36]=[CH:37][CH:38]=[C:39]4[C:44]([OH:46])=[O:45])=[O:32])[O:11][C@H:12]([C:20]3[CH:25]=[CH:24][CH:23]=[C:22]([O:26][CH3:27])[C:21]=3[O:28][CH3:29])[C:13]=2[CH:18]=1. The yield is 0.810.